Dataset: Forward reaction prediction with 1.9M reactions from USPTO patents (1976-2016). Task: Predict the product of the given reaction. Given the reactants C([O:3][C:4]([C:6]1[N:7]([CH2:13][O:14][CH2:15][CH2:16][Si:17]([CH3:20])([CH3:19])[CH3:18])[CH:8]=[C:9]([C:11]#[N:12])[N:10]=1)=[O:5])C.[OH-].[K+:22], predict the reaction product. The product is: [K+:22].[C:11]([C:9]1[N:10]=[C:6]([C:4]([O-:5])=[O:3])[N:7]([CH2:13][O:14][CH2:15][CH2:16][Si:17]([CH3:18])([CH3:19])[CH3:20])[CH:8]=1)#[N:12].